This data is from Reaction yield outcomes from USPTO patents with 853,638 reactions. The task is: Predict the reaction yield, written as a fraction of the theoretical maximum amount of product (1.0 means a 100% yield; for example, 0.34 means a 34% yield). (1) The reactants are [OH:1][C:2]1[CH:9]=[C:8]([OH:10])[CH:7]=[CH:6][C:3]=1[CH:4]=O.C([O-])(=O)C.[Na+].[N+:16](CC)([O-])=O. The catalyst is C(O)(=O)C. The product is [OH:1][C:2]1[CH:9]=[C:8]([OH:10])[CH:7]=[CH:6][C:3]=1[C:4]#[N:16]. The yield is 0.590. (2) The reactants are Cl[C:2]1[N:7]=[CH:6][N:5]=[C:4]([NH:8][C:9]2[CH:10]=[C:11]([CH:16]=[CH:17][CH:18]=2)[C:12]([O:14][CH3:15])=[O:13])[CH:3]=1.[O:19]([C:26]1[CH:32]=[CH:31][C:29]([NH2:30])=[CH:28][CH:27]=1)[C:20]1[CH:25]=[CH:24][CH:23]=[CH:22][CH:21]=1.C(O)(=O)C. The catalyst is C(O)C. The product is [O:19]([C:26]1[CH:27]=[CH:28][C:29]([NH:30][C:2]2[N:7]=[CH:6][N:5]=[C:4]([NH:8][C:9]3[CH:10]=[C:11]([CH:16]=[CH:17][CH:18]=3)[C:12]([O:14][CH3:15])=[O:13])[CH:3]=2)=[CH:31][CH:32]=1)[C:20]1[CH:25]=[CH:24][CH:23]=[CH:22][CH:21]=1. The yield is 0.660. (3) The reactants are Br[C:2]1[CH:3]=[C:4]([C:8]([O:10][CH3:11])=[O:9])[O:5][C:6]=1[Cl:7].[CH3:12][N:13]1[C:17](B2OC(C)(C)C(C)(C)O2)=[CH:16][CH:15]=[N:14]1.C(=O)([O-])[O-].[K+].[K+]. The catalyst is O1CCOCC1.O.CC(C)([P](C(C)(C)C)([Pd][P](C(C)(C)C)(C(C)(C)C)C(C)(C)C)C(C)(C)C)C. The product is [Cl:7][C:6]1[O:5][C:4]([C:8]([O:10][CH3:11])=[O:9])=[CH:3][C:2]=1[C:17]1[N:13]([CH3:12])[N:14]=[CH:15][CH:16]=1. The yield is 0.550. (4) The reactants are C1([NH2+]C2CCCCC2)CCCCC1.[C:14]([O:18][C:19]([NH:21][C@@H:22]([CH2:26][CH2:27][CH2:28][CH2:29][CH2:30][CH:31]=[CH2:32])[C:23]([O-:25])=O)=[O:20])([CH3:17])([CH3:16])[CH3:15].C(Cl)(=O)C(C)(C)C.[CH2:40]([O:42][C:43]([C@@:45]1([NH:50][C:51]([C@H:53]2[NH:57][CH2:56][C@H:55]([O:58][C:59]([N:61]3[CH2:69][C:68]4[C:63](=[CH:64][CH:65]=[CH:66][C:67]=4[F:70])[CH2:62]3)=[O:60])[CH2:54]2)=[O:52])[CH2:47][C@H:46]1[CH:48]=[CH2:49])=[O:44])[CH3:41]. The catalyst is C1COCC1. The product is [C:14]([O:18][C:19]([NH:21][C@@H:22]([CH2:26][CH2:27][CH2:28][CH2:29][CH2:30][CH:31]=[CH2:32])[C:23]([N:57]1[C@H:53]([C:51](=[O:52])[NH:50][C@:45]2([C:43]([O:42][CH2:40][CH3:41])=[O:44])[CH2:47][C@H:46]2[CH:48]=[CH2:49])[CH2:54][C@@H:55]([O:58][C:59]([N:61]2[CH2:69][C:68]3[C:63](=[CH:64][CH:65]=[CH:66][C:67]=3[F:70])[CH2:62]2)=[O:60])[CH2:56]1)=[O:25])=[O:20])([CH3:15])([CH3:16])[CH3:17]. The yield is 0.984. (5) The reactants are [Si:1]([O:18][C@H:19]1[C:24](=[CH2:25])[C@@H:23]([F:26])[CH2:22]/[C:21](=[CH:27]/[C:28](OC)=[O:29])/[CH2:20]1)([C:14]([CH3:17])([CH3:16])[CH3:15])([C:8]1[CH:13]=[CH:12][CH:11]=[CH:10][CH:9]=1)[C:2]1[CH:7]=[CH:6][CH:5]=[CH:4][CH:3]=1.[H-].C([Al+]CC(C)C)C(C)C. The catalyst is ClCCl.C1(C)C=CC=CC=1. The product is [Si:1]([O:18][C@H:19]1[C:24](=[CH2:25])[C@@H:23]([F:26])[CH2:22]/[C:21](=[CH:27]/[CH2:28][OH:29])/[CH2:20]1)([C:14]([CH3:17])([CH3:16])[CH3:15])([C:8]1[CH:13]=[CH:12][CH:11]=[CH:10][CH:9]=1)[C:2]1[CH:3]=[CH:4][CH:5]=[CH:6][CH:7]=1. The yield is 0.950. (6) The reactants are [N+:1]([C:4]1[CH:12]=[C:11]([C:13]([F:16])([F:15])[F:14])[CH:10]=[CH:9][C:5]=1[C:6]([NH2:8])=[O:7])([O-])=O. The catalyst is CO.[OH-].[Pd+2].[OH-]. The product is [NH2:1][C:4]1[CH:12]=[C:11]([C:13]([F:14])([F:15])[F:16])[CH:10]=[CH:9][C:5]=1[C:6]([NH2:8])=[O:7]. The yield is 0.960. (7) The reactants are [I:1][C:2]1[CH:12]=[N:11][C:5]2[NH:6][CH2:7][C:8](=[O:10])[NH:9][C:4]=2[CH:3]=1.[F:13][C:14]([F:25])([F:24])[O:15][C:16]1[CH:23]=[CH:22][CH:21]=[CH:20][C:17]=1[CH2:18]Br. No catalyst specified. The product is [I:1][C:2]1[CH:12]=[N:11][C:5]2[NH:6][CH2:7][C:8](=[O:10])[N:9]([CH2:18][C:17]3[CH:20]=[CH:21][CH:22]=[CH:23][C:16]=3[O:15][C:14]([F:13])([F:24])[F:25])[C:4]=2[CH:3]=1. The yield is 0.610.